This data is from Reaction yield outcomes from USPTO patents with 853,638 reactions. The task is: Predict the reaction yield, written as a fraction of the theoretical maximum amount of product (1.0 means a 100% yield; for example, 0.34 means a 34% yield). (1) The reactants are [Br:1][C:2]1[CH:3]=[C:4]2[N:13]([CH3:14])[CH:12]=[CH:11][C:5]2=[N:6][C:7]=1[C@@H:8]([NH2:10])[CH3:9].[NH2:15][C:16]1[N:21]=[C:20](Cl)[C:19]([C:23]#[N:24])=[C:18]([CH3:25])[N:17]=1.CCN(C(C)C)C(C)C. The catalyst is C(#N)C. The product is [NH2:15][C:16]1[N:21]=[C:20]([NH:10][C@H:8]([C:7]2[N:6]=[C:5]3[CH:11]=[CH:12][N:13]([CH3:14])[C:4]3=[CH:3][C:2]=2[Br:1])[CH3:9])[C:19]([C:23]#[N:24])=[C:18]([CH3:25])[N:17]=1. The yield is 0.940. (2) The reactants are [CH3:1][O:2][C:3](=[O:21])[C:4]1[CH:9]=[C:8]([NH2:10])[C:7]([NH2:11])=[C:6]([F:12])[C:5]=1[NH:13][C:14]1[CH:19]=[CH:18][CH:17]=[CH:16][C:15]=1[Cl:20].[C:22](O)(=O)C.C(N)=N. The catalyst is CCO.C(OCC)(=O)C. The product is [CH3:1][O:2][C:3]([C:4]1[C:5]([NH:13][C:14]2[CH:19]=[CH:18][CH:17]=[CH:16][C:15]=2[Cl:20])=[C:6]([F:12])[C:7]2[N:11]=[CH:22][NH:10][C:8]=2[CH:9]=1)=[O:21]. The yield is 0.850. (3) The catalyst is CN(C=O)C.CCOC(C)=O.Cl. The product is [F:33][C:32]1[CH:31]=[C:30]2[C:26]([CH:27]=[N:28][NH:29]2)=[CH:25][C:24]=1[NH:23][C:20]([C:13]1[CH:12]([C:3]2[CH:4]=[CH:5][C:6]([C:8]([F:9])([F:10])[F:11])=[CH:7][C:2]=2[F:1])[CH2:17][C:16](=[O:18])[NH:15][C:14]=1[CH3:19])=[O:22]. The yield is 0.410. The reactants are [F:1][C:2]1[CH:7]=[C:6]([C:8]([F:11])([F:10])[F:9])[CH:5]=[CH:4][C:3]=1[CH:12]1[CH2:17][C:16](=[O:18])[NH:15][C:14]([CH3:19])=[C:13]1[C:20]([OH:22])=O.[NH2:23][C:24]1[CH:25]=[C:26]2[C:30](=[CH:31][C:32]=1[F:33])[NH:29][N:28]=[CH:27]2.C(Cl)CCl.CCN(CC)CC. (4) The reactants are [CH2:1]([N:8]1[CH2:12][CH:11]([N+:13]([O-])=O)[CH:10]([C:16]2[CH:21]=[CH:20][C:19]([Cl:22])=[C:18]([F:23])[CH:17]=2)[CH2:9]1)[C:2]1[CH:7]=[CH:6][CH:5]=[CH:4][CH:3]=1.O.O.Cl[Sn]Cl.C([O-])(O)=O.[Na+]. The catalyst is CCOC(C)=O. The product is [CH2:1]([N:8]1[CH2:9][CH:10]([C:16]2[CH:21]=[CH:20][C:19]([Cl:22])=[C:18]([F:23])[CH:17]=2)[CH:11]([NH2:13])[CH2:12]1)[C:2]1[CH:3]=[CH:4][CH:5]=[CH:6][CH:7]=1. The yield is 0.650. (5) The reactants are [Br:1][C:2]1[CH:7]=[C:6]([Cl:8])[CH:5]=[CH:4][N:3]=1.C([N-]C(C)C)(C)C.[Li+].CN([CH:20]=[O:21])C. The catalyst is O1CCCC1. The product is [Br:1][C:2]1[N:3]=[CH:4][CH:5]=[C:6]([Cl:8])[C:7]=1[CH:20]=[O:21]. The yield is 0.480. (6) The reactants are C[O:2][C:3](=O)[C:4]1[CH:9]=[CH:8][C:7]([O:10][C:11]2[CH:16]=[CH:15][C:14]([Br:17])=[C:13]([CH3:18])[CH:12]=2)=[N:6][CH:5]=1.[H-].[H-].[H-].[H-].[Li+].[Al+3]. The catalyst is C1COCC1.O=[Mn]=O. The product is [Br:17][C:14]1[CH:15]=[CH:16][C:11]([O:10][C:7]2[N:6]=[CH:5][C:4]([CH:3]=[O:2])=[CH:9][CH:8]=2)=[CH:12][C:13]=1[CH3:18]. The yield is 0.740. (7) The product is [ClH:30].[F:1][C:2]1[CH:3]=[CH:4][C:5]([CH2:8][O:9][C:10]2[CH:15]=[CH:14][N:13]([C:16]3[CH:21]=[CH:20][C:19]4[C:22]5[CH2:27][CH2:26][NH:25][CH2:24][C:23]=5[O:28][C:18]=4[CH:17]=3)[C:12](=[O:29])[CH:11]=2)=[N:6][CH:7]=1. The reactants are [F:1][C:2]1[CH:3]=[CH:4][C:5]([CH2:8][O:9][C:10]2[CH:15]=[CH:14][N:13]([C:16]3[CH:21]=[CH:20][C:19]4[C:22]5[CH2:27][CH2:26][NH:25][CH2:24][C:23]=5[O:28][C:18]=4[CH:17]=3)[C:12](=[O:29])[CH:11]=2)=[N:6][CH:7]=1.[ClH:30].CCOCC. The yield is 0.920. The catalyst is CO. (8) The reactants are [NH2:1][C:2]1[CH:10]=[C:9]([O:11][CH3:12])[C:8]([O:13][CH3:14])=[CH:7][C:3]=1[C:4]([NH2:6])=[O:5].[O:15]1[C:20]2[CH:21]=[CH:22][C:23]([CH:25]=O)=[CH:24][C:19]=2[O:18][CH2:17][CH2:16]1.COC1C=C(OC)C=C2C=1C(=O)NC(C1C=CC=CN=1)=N2. The product is [O:15]1[CH2:16][CH2:17][O:18][C:19]2[CH:24]=[C:23]([C:25]3[NH:6][C:4](=[O:5])[C:3]4[C:2](=[CH:10][C:9]([O:11][CH3:12])=[C:8]([O:13][CH3:14])[CH:7]=4)[N:1]=3)[CH:22]=[CH:21][C:20]1=2. The yield is 0.690. No catalyst specified.